Regression. Given a peptide amino acid sequence and an MHC pseudo amino acid sequence, predict their binding affinity value. This is MHC class I binding data. From a dataset of Peptide-MHC class I binding affinity with 185,985 pairs from IEDB/IMGT. (1) The binding affinity (normalized) is 0.213. The peptide sequence is QEPGPVGPL. The MHC is HLA-A24:03 with pseudo-sequence HLA-A24:03. (2) The peptide sequence is SYIRYFTVF. The MHC is HLA-A80:01 with pseudo-sequence HLA-A80:01. The binding affinity (normalized) is 0.0847.